Dataset: Reaction yield outcomes from USPTO patents with 853,638 reactions. Task: Predict the reaction yield, written as a fraction of the theoretical maximum amount of product (1.0 means a 100% yield; for example, 0.34 means a 34% yield). (1) The reactants are [Cl:1][C:2]1[CH:7]=[CH:6][C:5]([N:8]2[C:12]([CH3:13])=[C:11]([C:14]([NH:16][CH2:17][C:18]([CH:20]3[CH2:25][CH2:24][CH2:23][CH2:22][CH2:21]3)=O)=O)[N:10]=[C:9]2[C:26]2[CH:31]=[CH:30][C:29]([Cl:32])=[CH:28][C:27]=2[Cl:33])=[CH:4][CH:3]=1.COC1C=CC(P2(SP(C3C=CC(OC)=CC=3)(=S)S2)=[S:43])=CC=1. The catalyst is C1COCC1. The product is [Cl:1][C:2]1[CH:7]=[CH:6][C:5]([N:8]2[C:12]([CH3:13])=[C:11]([C:14]3[S:43][C:18]([CH:20]4[CH2:25][CH2:24][CH2:23][CH2:22][CH2:21]4)=[CH:17][N:16]=3)[N:10]=[C:9]2[C:26]2[CH:31]=[CH:30][C:29]([Cl:32])=[CH:28][C:27]=2[Cl:33])=[CH:4][CH:3]=1. The yield is 0.320. (2) The reactants are O[N:2]1[CH:7]=[CH:6][CH:5]=[C:4]2[NH+:8](COCC[Si](C)(C)C)[NH:9][CH:10]=[C:3]12.[Si]([C:23]#[N:24])(C)(C)C. The catalyst is C(Cl)Cl. The product is [NH:8]1[C:4]2[C:3](=[N:2][C:7]([C:23]#[N:24])=[CH:6][CH:5]=2)[CH:10]=[N:9]1. The yield is 0.610. (3) The reactants are [CH3:1][CH:2]([CH3:31])[C@@H:3]([NH:23]C(OC(C)(C)C)=O)[CH2:4][NH:5][C:6](=[O:22])[C@@H:7]([NH:11][C:12]([O:14][CH2:15][C:16]1[CH:21]=[CH:20][CH:19]=[CH:18][CH:17]=1)=[O:13])[CH:8]([CH3:10])[CH3:9].C(OC(=O)C)C.Cl. The catalyst is C(OCC)(=O)C. The product is [NH2:23][C@H:3]([CH:2]([CH3:31])[CH3:1])[CH2:4][NH:5][C:6](=[O:22])[C@@H:7]([NH:11][C:12]([O:14][CH2:15][C:16]1[CH:17]=[CH:18][CH:19]=[CH:20][CH:21]=1)=[O:13])[CH:8]([CH3:10])[CH3:9]. The yield is 0.860. (4) The reactants are [NH2:1][C:2]1[C:10]([C:11]([OH:13])=[O:12])=[CH:9][CH:8]=[C:7]2[C:3]=1[CH2:4][CH2:5][CH2:6]2.[CH3:14][Si](C=[N+]=[N-])(C)C. The catalyst is C(OCC)(=O)C.C(O)C. The product is [CH3:14][O:12][C:11]([C:10]1[C:2]([NH2:1])=[C:3]2[C:7](=[CH:8][CH:9]=1)[CH2:6][CH2:5][CH2:4]2)=[O:13]. The yield is 0.760. (5) The reactants are [NH2:1][C:2]1[N:3]=[C:4]([Cl:30])[C:5]2=[C:6]([N:8]([CH2:22][C:23]3[CH:24]=[N:25][N:26]([CH3:29])[C:27]=3[CH3:28])[C:9](=[O:21])/[C:10]/2=[CH:11]\[C:12]2[NH:16][CH:15]=[C:14]([C:17](O)=[O:18])[C:13]=2[CH3:20])[N:7]=1.F[P-](F)(F)(F)(F)F.N1(O[P+](N(C)C)(N(C)C)N(C)C)C2C=CC=CC=2N=N1.CCN(C(C)C)C(C)C.[CH2:67]([N:69]([CH2:73][CH3:74])[CH2:70][CH2:71][NH2:72])[CH3:68]. The catalyst is CN(C=O)C. The product is [NH2:1][C:2]1[N:3]=[C:4]([Cl:30])[C:5]2=[C:6]([N:8]([CH2:22][C:23]3[CH:24]=[N:25][N:26]([CH3:29])[C:27]=3[CH3:28])[C:9](=[O:21])/[C:10]/2=[CH:11]\[C:12]2[NH:16][CH:15]=[C:14]([C:17]([NH:72][CH2:71][CH2:70][N:69]([CH2:73][CH3:74])[CH2:67][CH3:68])=[O:18])[C:13]=2[CH3:20])[N:7]=1. The yield is 0.320. (6) The reactants are Cl[C:2]1[N:9]=[CH:8][CH:7]=[CH:6][C:3]=1[C:4]#[N:5].[Al](C)(C)C.C1(C)C=CC=CC=1.[ClH:21].[CH3:22][NH2:23]. No catalyst specified. The product is [CH3:22][NH:23][C:4](=[NH:5])[C:3]1[CH:6]=[CH:7][C:8]([Cl:21])=[N:9][CH:2]=1. The yield is 0.767.